From a dataset of Full USPTO retrosynthesis dataset with 1.9M reactions from patents (1976-2016). Predict the reactants needed to synthesize the given product. (1) Given the product [ClH:1].[CH3:18][C:19]1[C:25]2[C:24](=[CH:29][C:28]([NH:30][C:2]3[CH:7]=[C:6]([C:8]4[CH:13]=[CH:12][C:11]([C:14]([F:17])([F:16])[F:15])=[CH:10][CH:9]=4)[N:5]=[CH:4][N:3]=3)=[CH:27][CH:26]=2)[N:23]=[C:21]([OH:22])[CH:20]=1, predict the reactants needed to synthesize it. The reactants are: [Cl:1][C:2]1[CH:7]=[C:6]([C:8]2[CH:13]=[CH:12][C:11]([C:14]([F:17])([F:16])[F:15])=[CH:10][CH:9]=2)[N:5]=[CH:4][N:3]=1.[CH3:18][C:19]1[C:25]2[CH:26]=[CH:27][C:28]([NH2:30])=[CH:29][C:24]=2[NH:23][C:21](=[O:22])[CH:20]=1. (2) The reactants are: Br[C:2]1[C:3]([N:8]([CH3:13])[S:9]([CH3:12])(=[O:11])=[O:10])=[N:4][N:5]([CH3:7])[CH:6]=1.[CH3:14][C:15]1([CH3:31])[C:19]([CH3:21])([CH3:20])[O:18][B:17]([B:17]2[O:18][C:19]([CH3:21])([CH3:20])[C:15]([CH3:31])([CH3:14])[O:16]2)[O:16]1.C([O-])(=O)C.[K+].O1CCOCC1. Given the product [CH3:13][N:8]([C:3]1[C:2]([B:17]2[O:18][C:19]([CH3:21])([CH3:20])[C:15]([CH3:31])([CH3:14])[O:16]2)=[CH:6][N:5]([CH3:7])[N:4]=1)[S:9]([CH3:12])(=[O:11])=[O:10], predict the reactants needed to synthesize it. (3) Given the product [CH3:43][O:42][C:40]1[CH:41]=[C:36]([CH2:35][CH2:34][C:24]2[NH:25][N:26]=[C:22]([NH:21][C:14](=[O:16])[C:13]3[CH:12]=[CH:11][C:10]([N:4]4[CH2:5][CH:6]([CH3:9])[N:7]([CH3:8])[CH:2]([CH3:1])[CH2:3]4)=[CH:20][CH:19]=3)[CH:23]=2)[CH:37]=[C:38]([O:44][CH3:45])[CH:39]=1, predict the reactants needed to synthesize it. The reactants are: [CH3:1][CH:2]1[N:7]([CH3:8])[CH:6]([CH3:9])[CH2:5][N:4]([C:10]2[CH:20]=[CH:19][C:13]([C:14]([O:16]CC)=O)=[CH:12][CH:11]=2)[CH2:3]1.[NH2:21][C:22]1[N:26](C(OC(C)(C)C)=O)[N:25]=[C:24]([CH2:34][CH2:35][C:36]2[CH:41]=[C:40]([O:42][CH3:43])[CH:39]=[C:38]([O:44][CH3:45])[CH:37]=2)[CH:23]=1.C[Si]([N-][Si](C)(C)C)(C)C.[Na+]. (4) Given the product [C:27]([N:30]1[CH2:35][CH2:34][N:33]([CH2:2][C:3]2[S:7][C:6]([C:8]3[NH:9][C:10]4[C:15]([CH:16]=3)=[CH:14][CH:13]=[CH:12][C:11]=4[N:17]([CH3:26])[S:18]([C:21]3[S:22][CH:23]=[CH:24][CH:25]=3)(=[O:20])=[O:19])=[N:5][CH:4]=2)[CH2:32][CH2:31]1)(=[O:29])[CH3:28], predict the reactants needed to synthesize it. The reactants are: Cl[CH2:2][C:3]1[S:7][C:6]([C:8]2[NH:9][C:10]3[C:15]([CH:16]=2)=[CH:14][CH:13]=[CH:12][C:11]=3[N:17]([CH3:26])[S:18]([C:21]2[S:22][CH:23]=[CH:24][CH:25]=2)(=[O:20])=[O:19])=[N:5][CH:4]=1.[C:27]([N:30]1[CH2:35][CH2:34][NH:33][CH2:32][CH2:31]1)(=[O:29])[CH3:28].C(N(CC)CC)C.CN(C)C=O. (5) Given the product [CH3:44][C:45]1([CH3:53])[O:49][C@@H:48]([CH2:50][O:51][NH:52][C:35]([C:27]2[N:26]([CH2:25][C:24]3[CH:38]=[CH:39][C:40]([I:42])=[CH:41][C:23]=3[F:22])[C:30]3=[CH:31][N:32]=[CH:33][CH:34]=[C:29]3[CH:28]=2)=[O:36])[CH2:47][O:46]1, predict the reactants needed to synthesize it. The reactants are: CCN=C=NCCCN(C)C.C1C=CC2N(O)N=NC=2C=1.[F:22][C:23]1[CH:41]=[C:40]([I:42])[CH:39]=[CH:38][C:24]=1[CH2:25][N:26]1[C:30]2=[CH:31][N:32]=[CH:33][CH:34]=[C:29]2[CH:28]=[C:27]1[C:35]([O-])=[O:36].[Na+].[CH3:44][C:45]1([CH3:53])[O:49][C@@H:48]([CH2:50][O:51][NH2:52])[CH2:47][O:46]1.CCN(C(C)C)C(C)C. (6) The reactants are: C([Li])CCC.[O:6]1CCCC1.Cl[C:12]1[N:17]=[C:16]([O:18][CH2:19][C:20]2[CH:25]=[CH:24][C:23]([F:26])=[CH:22][CH:21]=2)[CH:15]=[CH:14][N:13]=1. Given the product [F:26][C:23]1[CH:24]=[CH:25][C:20]([CH2:19][O:18][C:16]2[CH:15]=[CH:14][NH:13][C:12](=[O:6])[N:17]=2)=[CH:21][CH:22]=1, predict the reactants needed to synthesize it. (7) Given the product [Br:1][C:2]1[C:3]([N:9]([C:43]([O:45][C:46]([CH3:49])([CH3:48])[CH3:47])=[O:44])[C:10]2[C:11]([CH3:31])=[C:12]([C:27]([O:29][CH3:30])=[O:28])[CH:13]=[C:14]([C:16]3[CH:21]=[CH:20][CH:19]=[C:18]([S:22]([CH2:25][CH3:26])(=[O:24])=[O:23])[CH:17]=3)[CH:15]=2)=[N:4][CH:5]=[C:6]([CH3:8])[CH:7]=1, predict the reactants needed to synthesize it. The reactants are: [Br:1][C:2]1[C:3]([NH:9][C:10]2[C:11]([CH3:31])=[C:12]([C:27]([O:29][CH3:30])=[O:28])[CH:13]=[C:14]([C:16]3[CH:21]=[CH:20][CH:19]=[C:18]([S:22]([CH2:25][CH3:26])(=[O:24])=[O:23])[CH:17]=3)[CH:15]=2)=[N:4][CH:5]=[C:6]([CH3:8])[CH:7]=1.C(=O)([O-])[O-].[K+].[K+].O1CCCC1.[C:43](O[C:43]([O:45][C:46]([CH3:49])([CH3:48])[CH3:47])=[O:44])([O:45][C:46]([CH3:49])([CH3:48])[CH3:47])=[O:44]. (8) Given the product [CH3:1][S:2]([C:5]1[CH:6]=[C:7]([C:11]2[S:15][C:14]([C:16]3[N:20]([C:21]4[CH:26]=[CH:25][CH:24]=[CH:23][C:22]=4[C:27]([F:30])([F:28])[F:29])[N:19]=[C:18]([C:31]([NH:44][S:41]([CH3:40])(=[O:43])=[O:42])=[O:32])[CH:17]=3)=[CH:13][CH:12]=2)[CH:8]=[CH:9][CH:10]=1)(=[O:3])=[O:4], predict the reactants needed to synthesize it. The reactants are: [CH3:1][S:2]([C:5]1[CH:6]=[C:7]([C:11]2[S:15][C:14]([C:16]3[N:20]([C:21]4[CH:26]=[CH:25][CH:24]=[CH:23][C:22]=4[C:27]([F:30])([F:29])[F:28])[N:19]=[C:18]([C:31](O)=[O:32])[CH:17]=3)=[CH:13][CH:12]=2)[CH:8]=[CH:9][CH:10]=1)(=[O:4])=[O:3].C(Cl)(=O)C(Cl)=O.[CH3:40][S:41]([NH2:44])(=[O:43])=[O:42].CCN(C(C)C)C(C)C. (9) Given the product [CH:24]1([CH2:30][N:31]2[C:32]3=[N:37][CH:36]=[C:35]([NH:38][C:39](=[O:44])[C:40]([CH3:42])([CH3:41])[CH3:43])[CH:34]=[C:33]3[CH:45]=[C:13]2[CH2:14][C:15]2[CH:20]=[CH:19][CH:18]=[C:17]([O:21][CH3:22])[CH:16]=2)[CH2:29][CH2:28][CH2:27][CH2:26][CH2:25]1, predict the reactants needed to synthesize it. The reactants are: [CH3:22][O:21][C:17]1[CH:16]=[C:15]([CH2:14][C:13](O[C:13](=O)[CH2:14][C:15]2[CH:20]=[CH:19][CH:18]=[C:17]([O:21][CH3:22])[CH:16]=2)=O)[CH:20]=[CH:19][CH:18]=1.[CH:24]1([CH2:30][NH:31][C:32]2[N:37]=[CH:36][C:35]([NH:38][C:39](=[O:44])[C:40]([CH3:43])([CH3:42])[CH3:41])=[CH:34][C:33]=2[CH3:45])[CH2:29][CH2:28][CH2:27][CH2:26][CH2:25]1.